Dataset: Full USPTO retrosynthesis dataset with 1.9M reactions from patents (1976-2016). Task: Predict the reactants needed to synthesize the given product. (1) Given the product [F:30][CH2:29][CH2:28][N:2]([CH3:1])[CH2:3][CH2:4][C:5]1[CH2:6][C:7]2[C:12]([C:13]=1[CH2:14][C:15]1[CH:20]=[N:19][CH:18]=[CH:17][N:16]=1)=[CH:11][CH:10]=[CH:9][CH:8]=2, predict the reactants needed to synthesize it. The reactants are: [CH3:1][NH:2][CH2:3][CH2:4][C:5]1[CH2:6][C:7]2[C:12]([C:13]=1[CH2:14][C:15]1[CH:20]=[N:19][CH:18]=[CH:17][N:16]=1)=[CH:11][CH:10]=[CH:9][CH:8]=2.C(=O)([O-])[O-].[K+].[K+].Br[CH2:28][CH2:29][F:30]. (2) Given the product [F:1][C:2]1[CH:3]=[CH:4][C:5]([O:35][CH3:36])=[C:6]([C:8]2[CH:13]=[CH:12][N:11]=[C:10]3[NH:14][C:15]([C:17]4([OH:24])[CH2:18][C:19]5([CH2:20][NH:21][CH2:22]5)[CH2:23]4)=[CH:16][C:9]=23)[CH:7]=1, predict the reactants needed to synthesize it. The reactants are: [F:1][C:2]1[CH:3]=[CH:4][C:5]([O:35][CH3:36])=[C:6]([C:8]2[CH:13]=[CH:12][N:11]=[C:10]3[N:14](S(C4C=CC(C)=CC=4)(=O)=O)[C:15]([C:17]4([OH:24])[CH2:23][C:19]5([CH2:22][NH:21][CH2:20]5)[CH2:18]4)=[CH:16][C:9]=23)[CH:7]=1.[OH-].[Na+]. (3) Given the product [Cl:24][C:25]1[C:30]([CH:11]2[CH2:16][CH2:15][N:14]([C:17]([O:19][C:20]([CH3:23])([CH3:22])[CH3:21])=[O:18])[CH2:13][CH2:12]2)=[N:29][CH:28]=[CH:27][N:26]=1, predict the reactants needed to synthesize it. The reactants are: BrCCBr.Cl[Si](C)(C)C.I[CH:11]1[CH2:16][CH2:15][N:14]([C:17]([O:19][C:20]([CH3:23])([CH3:22])[CH3:21])=[O:18])[CH2:13][CH2:12]1.[Cl:24][C:25]1[C:30](Cl)=[N:29][CH:28]=[CH:27][N:26]=1. (4) Given the product [CH2:21]([NH:28][C:29]([NH:1][C:2]1[C:3]([C:7]2[N:11]([C:12]3[CH:17]=[CH:16][C:15]([F:18])=[C:14]([Br:19])[CH:13]=3)[C:10](=[O:20])[O:9][N:8]=2)=[N:4][O:5][N:6]=1)=[O:30])[C:22]1[CH:27]=[CH:26][CH:25]=[CH:24][CH:23]=1, predict the reactants needed to synthesize it. The reactants are: [NH2:1][C:2]1[C:3]([C:7]2[N:11]([C:12]3[CH:17]=[CH:16][C:15]([F:18])=[C:14]([Br:19])[CH:13]=3)[C:10](=[O:20])[O:9][N:8]=2)=[N:4][O:5][N:6]=1.[CH2:21]([N:28]=[C:29]=[O:30])[C:22]1[CH:27]=[CH:26][CH:25]=[CH:24][CH:23]=1. (5) Given the product [I:3][C:4]1[CH:5]=[N:6][N:7]([CH:19]2[CH2:20][CH2:21][N:16]([C:14]([O:13][C:9]([CH3:12])([CH3:11])[CH3:10])=[O:15])[CH2:17][CH2:18]2)[CH:8]=1, predict the reactants needed to synthesize it. The reactants are: [H-].[Na+].[I:3][C:4]1[CH:5]=[N:6][NH:7][CH:8]=1.[C:9]([O:13][C:14]([N:16]1[CH2:21][CH2:20][CH:19](OS(C)(=O)=O)[CH2:18][CH2:17]1)=[O:15])([CH3:12])([CH3:11])[CH3:10]. (6) Given the product [CH2:1]([O:3][C:4](=[O:22])[C@:5]([CH3:21])([O:14][C:15]1[CH:20]=[CH:19][CH:18]=[CH:17][CH:16]=1)[CH2:6][C:7]1[CH:12]=[CH:11][C:10]([O:13][CH2:35][CH2:34][C:25]2[N:26]=[C:27]([C:29]3[S:30][CH:31]=[CH:32][CH:33]=3)[O:28][C:24]=2[CH3:23])=[CH:9][CH:8]=1)[CH3:2], predict the reactants needed to synthesize it. The reactants are: [CH2:1]([O:3][C:4](=[O:22])[C@:5]([CH3:21])([O:14][C:15]1[CH:20]=[CH:19][CH:18]=[CH:17][CH:16]=1)[CH2:6][C:7]1[CH:12]=[CH:11][C:10]([OH:13])=[CH:9][CH:8]=1)[CH3:2].[CH3:23][C:24]1[O:28][C:27]([C:29]2[S:30][CH:31]=[CH:32][CH:33]=2)=[N:26][C:25]=1[CH2:34][CH2:35]OS(C1C=CC(C)=CC=1)(=O)=O. (7) Given the product [CH2:65]([O:66][CH:59]([O:52][NH:51][C:28]([C:25]1[CH:26]=[N:27][C:22]([N:20]2[CH2:21][CH:16]3[CH:17]([CH2:18][N:14]([S:11]([C:2]4[CH:3]=[CH:4][C:5]5[C:10](=[CH:9][CH:8]=[CH:7][CH:6]=5)[CH:1]=4)(=[O:13])=[O:12])[CH2:15]3)[CH2:19]2)=[N:23][CH:24]=1)=[O:30])[CH3:61])[CH:37]([CH3:36])[CH3:38], predict the reactants needed to synthesize it. The reactants are: [CH:1]1[C:10]2[C:5](=[CH:6][CH:7]=[CH:8][CH:9]=2)[CH:4]=[CH:3][C:2]=1[S:11]([N:14]1[CH2:18][CH:17]2[CH2:19][N:20]([C:22]3[N:27]=[CH:26][C:25]([C:28]([OH:30])=O)=[CH:24][N:23]=3)[CH2:21][CH:16]2[CH2:15]1)(=[O:13])=[O:12].CCN=C=N[CH2:36][CH2:37][CH2:38]N(C)C.Cl.C1C=CC2[N:51]([OH:52])N=NC=2C=1.CCN([CH:59]([CH3:61])C)C(C)C.CN([CH:65]=[O:66])C. (8) Given the product [CH3:12][O:13][N:14]=[C:3]1[C:4]2[CH:9]=[CH:8][CH:7]=[CH:6][C:5]=2[O:1][CH2:2]1, predict the reactants needed to synthesize it. The reactants are: [O:1]1[C:5]2[CH:6]=[CH:7][CH:8]=[CH:9][C:4]=2[C:3](=O)[CH2:2]1.Cl.[CH3:12][O:13][NH2:14].C([O-])(=O)C.[Na+].